Dataset: Peptide-MHC class I binding affinity with 185,985 pairs from IEDB/IMGT. Task: Regression. Given a peptide amino acid sequence and an MHC pseudo amino acid sequence, predict their binding affinity value. This is MHC class I binding data. (1) The MHC is HLA-A03:01 with pseudo-sequence HLA-A03:01. The binding affinity (normalized) is 0.0642. The peptide sequence is YSHTERDKK. (2) The peptide sequence is FLPSDYFPSV. The MHC is HLA-B44:03 with pseudo-sequence HLA-B44:03. The binding affinity (normalized) is 0.